This data is from Reaction yield outcomes from USPTO patents with 853,638 reactions. The task is: Predict the reaction yield, written as a fraction of the theoretical maximum amount of product (1.0 means a 100% yield; for example, 0.34 means a 34% yield). (1) The reactants are [Br:1][C:2]1[N:3]=[C:4]([C:9]#[C:10][Si](C)(C)C)[C:5]([NH2:8])=[N:6][CH:7]=1.[H-].[Na+].[C:17]1([CH3:27])[CH:22]=[CH:21][C:20]([S:23](Cl)(=[O:25])=[O:24])=[CH:19][CH:18]=1. The catalyst is CN(C=O)C. The product is [Br:1][C:2]1[N:3]=[C:4]2[CH:9]=[CH:10][N:8]([S:23]([C:20]3[CH:21]=[CH:22][C:17]([CH3:27])=[CH:18][CH:19]=3)(=[O:25])=[O:24])[C:5]2=[N:6][CH:7]=1. The yield is 0.520. (2) The reactants are Cl[C:2]1[C:7]([N+:8]([O-:10])=[O:9])=[CH:6][CH:5]=[CH:4][N:3]=1.[CH2:11]([NH2:18])[C:12]1[CH:17]=[CH:16][CH:15]=[CH:14][CH:13]=1. No catalyst specified. The product is [CH2:11]([NH:18][C:2]1[C:7]([N+:8]([O-:10])=[O:9])=[CH:6][CH:5]=[CH:4][N:3]=1)[C:12]1[CH:17]=[CH:16][CH:15]=[CH:14][CH:13]=1. The yield is 0.910. (3) The reactants are [CH2:1]1[CH2:6][C@H:5]([C:7]([OH:9])=[O:8])[CH2:4][CH2:3][C@H:2]1[CH2:10][NH2:11].[CH3:12][CH:13]([CH3:31])[C:14]([O:16][CH:17]([O:20][C:21](ON1C(=O)CCC1=O)=[O:22])[CH2:18][CH3:19])=[O:15]. The catalyst is CC(OC)(C)C.CC(C)=O.O. The product is [CH3:31][CH:13]([CH3:12])[C:14]([O:16][CH:17]([O:20][C:21]([NH:11][CH2:10][C@H:2]1[CH2:3][CH2:4][C@H:5]([C:7]([OH:9])=[O:8])[CH2:6][CH2:1]1)=[O:22])[CH2:18][CH3:19])=[O:15]. The yield is 0.990.